Regression/Classification. Given a drug SMILES string, predict its absorption, distribution, metabolism, or excretion properties. Task type varies by dataset: regression for continuous measurements (e.g., permeability, clearance, half-life) or binary classification for categorical outcomes (e.g., BBB penetration, CYP inhibition). Dataset: hlm. From a dataset of Human liver microsome stability data. (1) The compound is O=S(=O)(Nc1ccc(CO)c(CO)c1)c1ccc(-c2ccc(F)cc2F)cc1. The result is 1 (stable in human liver microsomes). (2) The molecule is Nc1ccc(C(=O)NCc2ccc(Cl)cc2Cl)cn1. The result is 0 (unstable in human liver microsomes). (3) The molecule is CNCC[C@H](Oc1cccc2ccccc12)c1cccs1. The result is 0 (unstable in human liver microsomes). (4) The drug is CC(C)OC(=O)C1=CN(C(=O)c2cccc(OCCCN3CCOCC3)c2)CC(C)(C)c2c1[nH]c1ccccc21. The result is 1 (stable in human liver microsomes). (5) The drug is CNC(=O)[C@@H](NC(=O)c1ccc(-c2ccc(CSc3nc(O)c4c(n3)CCC4)c(F)c2)o1)C1CCCCC1. The result is 1 (stable in human liver microsomes). (6) The drug is O=C(Nc1cc2ccccc2cc1C(=O)N[C@H](C(=O)O)C1CCCCC1)Nc1c(Cl)cccc1Cl. The result is 1 (stable in human liver microsomes).